From a dataset of Full USPTO retrosynthesis dataset with 1.9M reactions from patents (1976-2016). Predict the reactants needed to synthesize the given product. Given the product [F:17][C:14]1[CH:15]=[CH:16][C:11]([C:9]2[S:10][C:3]3[C:2]([N:23]4[CH2:22][CH2:21][N:20]([C:25]([O:27][C:28]([CH3:31])([CH3:30])[CH3:29])=[O:26])[C@H:19]([CH3:18])[CH2:24]4)=[N:7][CH:6]=[N:5][C:4]=3[CH:8]=2)=[CH:12][CH:13]=1, predict the reactants needed to synthesize it. The reactants are: Cl[C:2]1[C:3]2[S:10][C:9]([C:11]3[CH:16]=[CH:15][C:14]([F:17])=[CH:13][CH:12]=3)=[CH:8][C:4]=2[N:5]=[CH:6][N:7]=1.[CH3:18][C@@H:19]1[CH2:24][NH:23][CH2:22][CH2:21][N:20]1[C:25]([O:27][C:28]([CH3:31])([CH3:30])[CH3:29])=[O:26].C(N(CC)CC)C.